The task is: Predict which catalyst facilitates the given reaction.. This data is from Catalyst prediction with 721,799 reactions and 888 catalyst types from USPTO. (1) Reactant: [C:1]([C:3]1[C:4]([C:18]2[CH:23]=[CH:22][C:21]([N+:24]([O-:26])=[O:25])=[CH:20][CH:19]=2)=[N:5][S:6][C:7]=1[NH:8][C:9](=[O:17])OC1C=CC=CC=1)#[N:2].[O:27]1[CH2:32][CH2:31][N:30]([CH2:33][CH2:34][CH2:35][NH2:36])[CH2:29][CH2:28]1. Product: [C:1]([C:3]1[C:4]([C:18]2[CH:19]=[CH:20][C:21]([N+:24]([O-:26])=[O:25])=[CH:22][CH:23]=2)=[N:5][S:6][C:7]=1[NH:8][C:9]([NH:36][CH2:35][CH2:34][CH2:33][N:30]1[CH2:31][CH2:32][O:27][CH2:28][CH2:29]1)=[O:17])#[N:2]. The catalyst class is: 12. (2) The catalyst class is: 61. Reactant: C(OC([N:8]1[CH2:12][C@@H:11]([CH2:13][N:14]([CH:31]([CH3:33])[CH3:32])[C:15](=[O:30])[C:16]2[CH:21]=[CH:20][C:19]([O:22][CH3:23])=[C:18]([O:24][CH2:25][CH2:26][CH2:27][O:28][CH3:29])[CH:17]=2)[C@H:10]([CH:34]=O)[CH2:9]1)=O)(C)(C)C.[CH2:36]([NH2:40])[CH:37]([CH3:39])[CH3:38].[BH4-].[Na+]. Product: [CH2:36]([NH:40][CH2:34][C@@H:10]1[CH2:9][NH:8][CH2:12][C@H:11]1[CH2:13][N:14]([CH:31]([CH3:33])[CH3:32])[C:15](=[O:30])[C:16]1[CH:21]=[CH:20][C:19]([O:22][CH3:23])=[C:18]([O:24][CH2:25][CH2:26][CH2:27][O:28][CH3:29])[CH:17]=1)[CH:37]([CH3:39])[CH3:38]. (3) Reactant: Br[C:2]1[C:3]([C:22]2[CH:27]=[CH:26][C:25]([Cl:28])=[CH:24][CH:23]=2)=[CH:4][C:5]2[N:6]([C:8]([CH2:11][C:12]3[CH:13]=[N:14][C:15]([C:18]([F:21])([F:20])[F:19])=[CH:16][CH:17]=3)=[N:9][N:10]=2)[CH:7]=1.[Cl:29][C:30]1[CH:35]=[C:34]([Cl:36])[CH:33]=[CH:32][C:31]=1B(O)O.C([O-])([O-])=O.[K+].[K+]. Product: [Cl:28][C:25]1[CH:26]=[CH:27][C:22]([C:3]2[C:2]([C:33]3[CH:32]=[CH:31][C:30]([Cl:29])=[CH:35][C:34]=3[Cl:36])=[CH:7][N:6]3[C:8]([CH2:11][C:12]4[CH:13]=[N:14][C:15]([C:18]([F:20])([F:21])[F:19])=[CH:16][CH:17]=4)=[N:9][N:10]=[C:5]3[CH:4]=2)=[CH:23][CH:24]=1. The catalyst class is: 70. (4) Reactant: [NH2:1][C@@H:2]1[CH2:7][CH2:6][CH2:5][N:4]([C:8]([O:10][CH2:11][C:12]2[CH:17]=[CH:16][CH:15]=[CH:14][CH:13]=2)=[O:9])[C@@H:3]1[CH3:18].CCN(C(C)C)C(C)C.[CH3:28][N:29]([CH3:33])[C:30](Cl)=[O:31]. Product: [CH3:28][N:29]([CH3:33])[C:30](=[O:31])[NH:1][C@@H:2]1[CH2:7][CH2:6][CH2:5][N:4]([C:8]([O:10][CH2:11][C:12]2[CH:17]=[CH:16][CH:15]=[CH:14][CH:13]=2)=[O:9])[C@@H:3]1[CH3:18]. The catalyst class is: 23. (5) Reactant: [Br:1][C:2]1[CH:7]=[C:6]([F:8])[CH:5]=[CH:4][C:3]=1[C@H:9]1[C:14]([C:15]([O:17][C@H:18]([CH3:24])[C:19]([O:21][CH2:22][CH3:23])=[O:20])=[O:16])=[C:13]([CH3:25])[NH:12][C:11]([C:26]2[S:27][CH:28]=[CH:29][N:30]=2)=[N:10]1.C1C(=O)N([Br:38])C(=O)C1. Product: [Br:1][C:2]1[CH:7]=[C:6]([F:8])[CH:5]=[CH:4][C:3]=1[C@H:9]1[C:14]([C:15]([O:17][C@H:18]([CH3:24])[C:19]([O:21][CH2:22][CH3:23])=[O:20])=[O:16])=[C:13]([CH2:25][Br:38])[NH:12][C:11]([C:26]2[S:27][CH:28]=[CH:29][N:30]=2)=[N:10]1. The catalyst class is: 717.